From a dataset of Catalyst prediction with 721,799 reactions and 888 catalyst types from USPTO. Predict which catalyst facilitates the given reaction. Reactant: [CH3:1][C:2]1[N:7]=[N:6][C:5]([N:8]2[CH:23]=[C:11]3[CH2:12][N:13](C(OC(C)(C)C)=O)[CH2:14][CH2:15][C:10]3=[N:9]2)=[CH:4][CH:3]=1.[ClH:24]. Product: [ClH:24].[CH3:1][C:2]1[N:7]=[N:6][C:5]([N:8]2[CH:23]=[C:11]3[CH2:12][NH:13][CH2:14][CH2:15][C:10]3=[N:9]2)=[CH:4][CH:3]=1. The catalyst class is: 12.